From a dataset of Forward reaction prediction with 1.9M reactions from USPTO patents (1976-2016). Predict the product of the given reaction. (1) Given the reactants C(N(S(F)(F)[F:7])CC)C.[C:10]([O:14][C:15]([N:17]1[CH2:20][C:19]([C:22]2[S:23][CH:24]=[C:25]([C:27]3[C:28]([O:42][CH:43]4[CH2:46][CH2:45][CH2:44]4)=[C:29]4[C:34](=[CH:35][CH:36]=3)[N:33]([C:37]([O:39][CH3:40])=[O:38])[C@@H:32]([CH3:41])[CH2:31][CH2:30]4)[N:26]=2)(O)[CH2:18]1)=[O:16])([CH3:13])([CH3:12])[CH3:11].C(=O)(O)[O-].[Na+], predict the reaction product. The product is: [C:10]([O:14][C:15]([N:17]1[CH2:20][C:19]([C:22]2[S:23][CH:24]=[C:25]([C:27]3[C:28]([O:42][CH:43]4[CH2:46][CH2:45][CH2:44]4)=[C:29]4[C:34](=[CH:35][CH:36]=3)[N:33]([C:37]([O:39][CH3:40])=[O:38])[C@@H:32]([CH3:41])[CH2:31][CH2:30]4)[N:26]=2)([F:7])[CH2:18]1)=[O:16])([CH3:13])([CH3:12])[CH3:11]. (2) Given the reactants [F:1][CH:2]([F:8])[C:3]([F:7])([F:6])[CH2:4]I.[N+:9]([C:12]1[CH:13]=[CH:14][C:15]([OH:18])=[N:16][CH:17]=1)([O-:11])=[O:10].C(=O)([O-])[O-].[K+].[K+], predict the reaction product. The product is: [N+:9]([C:12]1[CH:13]=[CH:14][C:15]([O:18][CH2:4][C:3]([F:7])([F:6])[CH:2]([F:8])[F:1])=[N:16][CH:17]=1)([O-:11])=[O:10].